From a dataset of CYP1A2 inhibition data for predicting drug metabolism from PubChem BioAssay. Regression/Classification. Given a drug SMILES string, predict its absorption, distribution, metabolism, or excretion properties. Task type varies by dataset: regression for continuous measurements (e.g., permeability, clearance, half-life) or binary classification for categorical outcomes (e.g., BBB penetration, CYP inhibition). Dataset: cyp1a2_veith. The compound is Cc1ccc(NCCC(=O)c2ccc(Cl)cc2)cc1C. The result is 1 (inhibitor).